Dataset: Tyrosyl-DNA phosphodiesterase HTS with 341,365 compounds. Task: Binary Classification. Given a drug SMILES string, predict its activity (active/inactive) in a high-throughput screening assay against a specified biological target. (1) The compound is N1(CCCCCCC)CCN=C1Nc1ccccc1. The result is 0 (inactive). (2) The molecule is OC(Cn1c2nc(N3CCN(CC3)CCC)nc2c(nc1)N)CO. The result is 0 (inactive). (3) The compound is S(Cc1cc(C2NCCc3c2[nH]c2c3cccc2)ccc1OC)c1sc2c(n1)cccc2. The result is 0 (inactive). (4) The drug is ClC(Cl)(Cl)C(NC(=O)COc1ccc(CC)cc1)NC(=S)Nc1c(cccc1)C. The result is 0 (inactive). (5) The drug is s1c2CC(C(C)(C)C)CCc2c(c1NC(=O)CSc1n(nnn1)c1ccccc1)C(OC)=O. The result is 0 (inactive).